Dataset: Reaction yield outcomes from USPTO patents with 853,638 reactions. Task: Predict the reaction yield, written as a fraction of the theoretical maximum amount of product (1.0 means a 100% yield; for example, 0.34 means a 34% yield). (1) The catalyst is CN1CCCC1=O. The reactants are Cl[C:2]1[CH:7]=[C:6]([C:8]([CH3:11])([CH3:10])[CH3:9])[N:5]=[C:4]([C:12]2[CH:17]=[CH:16][CH:15]=[CH:14][C:13]=2[C:18]([F:21])([F:20])[F:19])[N:3]=1.[NH:22]1[C:26]2=[N:27][CH:28]=[CH:29][CH:30]=[C:25]2[C:24]([NH2:31])=[N:23]1.O.C(=O)(O)[O-].[Na+]. The product is [C:8]([C:6]1[N:5]=[C:4]([C:12]2[CH:17]=[CH:16][CH:15]=[CH:14][C:13]=2[C:18]([F:21])([F:20])[F:19])[N:3]=[C:2]([NH:31][C:24]2[C:25]3[C:26](=[N:27][CH:28]=[CH:29][CH:30]=3)[NH:22][N:23]=2)[CH:7]=1)([CH3:11])([CH3:10])[CH3:9]. The yield is 0.0400. (2) The reactants are [F:1][C:2]1[CH:7]=[C:6]([F:8])[CH:5]=[CH:4][C:3]=1[N:9]1[C:13]([NH:14][C:15](=O)[CH3:16])=[CH:12][CH:11]=[N:10]1.[H-].[Al+3].[Li+].[H-].[H-].[H-]. The catalyst is C1COCC1. The product is [F:1][C:2]1[CH:7]=[C:6]([F:8])[CH:5]=[CH:4][C:3]=1[N:9]1[C:13]([NH:14][CH2:15][CH3:16])=[CH:12][CH:11]=[N:10]1. The yield is 0.500. (3) No catalyst specified. The yield is 0.870. The product is [CH3:28][C:29]1[S:30][C:31]([C:35]([NH:24][C:23]2[CH:25]=[CH:26][CH:27]=[C:21]([CH:2]([CH3:1])[CH2:3][N:4]3[CH2:5][CH2:6][N:7]([C:10]4[CH:19]=[CH:18][CH:17]=[C:16]5[C:11]=4[CH:12]=[CH:13][C:14]([CH3:20])=[N:15]5)[CH2:8][CH2:9]3)[CH:22]=2)=[O:36])=[C:32]([CH3:34])[N:33]=1. The reactants are [CH3:1][CH:2]([C:21]1[CH:22]=[C:23]([CH:25]=[CH:26][CH:27]=1)[NH2:24])[CH2:3][N:4]1[CH2:9][CH2:8][N:7]([C:10]2[CH:19]=[CH:18][CH:17]=[C:16]3[C:11]=2[CH:12]=[CH:13][C:14]([CH3:20])=[N:15]3)[CH2:6][CH2:5]1.[CH3:28][C:29]1[S:30][C:31]([C:35](O)=[O:36])=[C:32]([CH3:34])[N:33]=1. (4) The reactants are C1(SC)C=CC=CC=1.C([O:16][C:17]1[CH:18]=[C:19]([CH:34]=[CH:35][CH:36]=1)[CH2:20][NH:21][C:22]([C:24]1[CH:25]=[C:26]2[C:31](=[CH:32][CH:33]=1)[N:30]=[CH:29][CH:28]=[CH:27]2)=[O:23])C1C=CC=CC=1.FC(F)(F)C(O)=O. No catalyst specified. The product is [OH:16][C:17]1[CH:18]=[C:19]([CH:34]=[CH:35][CH:36]=1)[CH2:20][NH:21][C:22]([C:24]1[CH:25]=[C:26]2[C:31](=[CH:32][CH:33]=1)[N:30]=[CH:29][CH:28]=[CH:27]2)=[O:23]. The yield is 0.640. (5) The reactants are [Cl:1][C:2]1[C:3]([CH3:22])=[C:4]([C:19](O)=[O:20])[C:5]([C:11]2[CH:16]=[C:15]([F:17])[CH:14]=[C:13]([F:18])[CH:12]=2)=[C:6]([CH:8]([OH:10])[CH3:9])[CH:7]=1.Cl.[CH2:24]([NH2:26])[CH3:25].F[P-](F)(F)(F)(F)F.N1(O[P+](N(C)C)(N(C)C)N(C)C)C2C=CC=CC=2N=N1.C(N(CC)C(C)C)(C)C. The catalyst is CN(C)C=O. The product is [Cl:1][C:2]1[C:3]([CH3:22])=[C:4]([C:19]([NH:26][CH2:24][CH3:25])=[O:20])[C:5]([C:11]2[CH:16]=[C:15]([F:17])[CH:14]=[C:13]([F:18])[CH:12]=2)=[C:6]([CH:8]([OH:10])[CH3:9])[CH:7]=1. The yield is 0.680. (6) The reactants are [NH2:1][C:2]1[C:7]([NH:8][C:9](=[O:14])[C:10]([CH3:13])([CH3:12])[CH3:11])=[CH:6][CH:5]=[CH:4][N:3]=1.[CH3:15][O:16][C:17](=[O:23])[C:18](=O)[CH:19](Br)[CH3:20].C(OCC)(=O)C.[OH-].[Na+]. The catalyst is O1CCCC1. The product is [CH3:15][O:16][C:17]([C:18]1[N:1]=[C:2]2[C:7]([NH:8][C:9](=[O:14])[C:10]([CH3:11])([CH3:13])[CH3:12])=[CH:6][CH:5]=[CH:4][N:3]2[C:19]=1[CH3:20])=[O:23]. The yield is 0.780. (7) The reactants are [CH3:1][C:2]1[CH:3]=[C:4]([CH:7]=[C:8]([CH3:22])[C:9]=1[O:10][C:11]1[CH:16]=[CH:15][C:14]([O:17][CH3:18])=[C:13]([CH:19]([CH3:21])[CH3:20])[CH:12]=1)[CH2:5]O.P(Br)(Br)[Br:24]. The catalyst is COCCOC. The product is [CH3:1][C:2]1[CH:3]=[C:4]([CH:7]=[C:8]([CH3:22])[C:9]=1[O:10][C:11]1[CH:16]=[CH:15][C:14]([O:17][CH3:18])=[C:13]([CH:19]([CH3:21])[CH3:20])[CH:12]=1)[CH2:5][Br:24]. The yield is 0.820. (8) The reactants are [CH-:1]1[CH:5]=[CH:4][CH:3]=[CH:2]1.[Na+].[CH3:7][Si:8]([CH3:14])([CH3:13])[O:9][CH2:10][CH2:11]Br.[Cl-].[NH4+]. The catalyst is O1CCCC1. The product is [CH3:7][Si:8]([CH3:14])([CH3:13])[O:9][CH2:10][CH2:11][C:1]1[CH2:5][CH:4]=[CH:3][CH:2]=1. The yield is 0.640. (9) The reactants are [N-:1]=[N+]=[N-].[Na+].[CH3:5][O:6][C:7](=[O:27])[C:8]1[CH:13]=[C:12]([C:14](=[O:16])[CH3:15])[C:11](F)=[C:10]([F:18])[C:9]=1[NH:19][C:20]1[CH:25]=[CH:24][CH:23]=[CH:22][C:21]=1[Cl:26].CC(C)=O. The catalyst is CCOC(C)=O.O. The product is [CH3:5][O:6][C:7]([C:8]1[C:9]([NH:19][C:20]2[CH:25]=[CH:24][CH:23]=[CH:22][C:21]=2[Cl:26])=[C:10]([F:18])[C:11]2=[N:1][O:16][C:14]([CH3:15])=[C:12]2[CH:13]=1)=[O:27]. The yield is 0.770.